This data is from Forward reaction prediction with 1.9M reactions from USPTO patents (1976-2016). The task is: Predict the product of the given reaction. (1) Given the reactants [CH2:1]([N:8]1[CH2:13][C:12]([CH3:15])([CH3:14])[C:11](Cl)=[C:10]([CH:17]=O)[CH2:9]1)[C:2]1[CH:7]=[CH:6][CH:5]=[CH:4][CH:3]=1.[SH:19][CH2:20][C:21]([O:23][CH2:24][CH3:25])=[O:22].C(N(CC)CC)C, predict the reaction product. The product is: [CH2:1]([N:8]1[CH2:13][C:12]([CH3:14])([CH3:15])[C:11]2[S:19][C:20]([C:21]([O:23][CH2:24][CH3:25])=[O:22])=[CH:17][C:10]=2[CH2:9]1)[C:2]1[CH:3]=[CH:4][CH:5]=[CH:6][CH:7]=1. (2) Given the reactants O[CH2:2][CH2:3][CH2:4][CH:5]1[CH2:10][CH2:9][CH2:8][CH2:7][N:6]1[C:11]([O:13][C:14]([CH3:17])([CH3:16])[CH3:15])=[O:12].C1(P(C2C=CC=CC=2)C2C=CC=CC=2)C=CC=CC=1.[Cl:37]CC1CCN(C(OC(C)(C)C)=O)CC1, predict the reaction product. The product is: [Cl:37][CH2:2][CH2:3][CH2:4][CH:5]1[CH2:10][CH2:9][CH2:8][CH2:7][N:6]1[C:11]([O:13][C:14]([CH3:17])([CH3:16])[CH3:15])=[O:12]. (3) Given the reactants COC1C=C(OC)C=CC=1C[N:6]1[C:10](=[O:11])[CH2:9][N:8]([CH2:12][C:13]2[CH:22]=[C:21]3[C:16]([C:17]([O:23][CH3:24])=[CH:18][CH:19]=[N:20]3)=[CH:15][CH:14]=2)[S:7]1(=[O:26])=[O:25], predict the reaction product. The product is: [CH3:24][O:23][C:17]1[C:16]2[C:21](=[CH:22][C:13]([CH2:12][N:8]3[S:7](=[O:26])(=[O:25])[NH:6][C:10](=[O:11])[CH2:9]3)=[CH:14][CH:15]=2)[N:20]=[CH:19][CH:18]=1.